Dataset: TCR-epitope binding with 47,182 pairs between 192 epitopes and 23,139 TCRs. Task: Binary Classification. Given a T-cell receptor sequence (or CDR3 region) and an epitope sequence, predict whether binding occurs between them. (1) The epitope is SLFNTVATLY. The TCR CDR3 sequence is CASSLGLNTGNYYGYTF. Result: 0 (the TCR does not bind to the epitope). (2) The epitope is YIFFASFYY. The TCR CDR3 sequence is CASSSLHSATNEKLFF. Result: 0 (the TCR does not bind to the epitope). (3) The epitope is AVFDRKSDAK. The TCR CDR3 sequence is CASSSLAGGRLNNEQFF. Result: 1 (the TCR binds to the epitope).